Dataset: Full USPTO retrosynthesis dataset with 1.9M reactions from patents (1976-2016). Task: Predict the reactants needed to synthesize the given product. (1) Given the product [C:7]1([CH2:22][CH2:23][CH2:24][CH2:25][CH2:26][CH2:27][CH2:58][CH2:57][NH:54][C:4]([C:5]2[CH:10]=[C:9]([C:41]3[CH:40]=[CH:39][CH:38]=[C:37]([C:28]([F:29])([F:30])[F:31])[CH:42]=3)[C:8]([OH:21])=[C:7]([C:22]3[CH:27]=[CH:26][CH:25]=[C:24]([C:28]([F:29])([F:30])[F:31])[CH:23]=3)[CH:6]=2)=[O:32])[CH:8]=[CH:9][CH:10]=[CH:5][CH:6]=1, predict the reactants needed to synthesize it. The reactants are: C(O[C:4](=[O:32])[C:5]1[CH:10]=[C:9](C2C=CC=C(C(F)(F)F)C=2)[C:8]([OH:21])=[C:7]([C:22]2[CH:27]=[CH:26][CH:25]=[C:24]([C:28]([F:31])([F:30])[F:29])[CH:23]=2)[CH:6]=1)C.S(Cl)(Cl)=O.[C:37]1(NCCCCCCCC)[CH:42]=[CH:41][CH:40]=[CH:39][CH:38]=1.C([N:54]([CH2:57][CH3:58])CC)C.Cl. (2) The reactants are: [Cl:1][C:2]1[C:8]([O:9][CH3:10])=[CH:7][C:5]([NH2:6])=[C:4]([CH:11]2[CH2:13][CH2:12]2)[CH:3]=1.C(N(CC)CC)C.[CH3:21][S:22](Cl)(=[O:24])=[O:23]. Given the product [Cl:1][C:2]1[C:8]([O:9][CH3:10])=[CH:7][C:5]([N:6]([S:22]([CH3:21])(=[O:24])=[O:23])[S:22]([CH3:21])(=[O:24])=[O:23])=[C:4]([CH:11]2[CH2:12][CH2:13]2)[CH:3]=1, predict the reactants needed to synthesize it. (3) Given the product [F:1][C:2]1[C:11]2[N:10]([CH2:12][C:13]3[CH:18]=[CH:17][C:16]([N:19]4[CH:23]=[CH:22][CH:21]=[N:20]4)=[CH:15][CH:14]=3)[CH:9]=[C:8]3[C:24](=[O:34])[N:25]([C:27]4[CH:32]=[CH:31][CH:30]=[CH:29][C:28]=4[N:54]4[CH:58]=[CH:57][CH:56]=[N:55]4)[N:26]=[C:7]3[C:6]=2[C:5]([F:35])=[CH:4][CH:3]=1, predict the reactants needed to synthesize it. The reactants are: [F:1][C:2]1[C:11]2[N:10]([CH2:12][C:13]3[CH:18]=[CH:17][C:16]([N:19]4[CH:23]=[CH:22][CH:21]=[N:20]4)=[CH:15][CH:14]=3)[CH:9]=[C:8]3[C:24](=[O:34])[N:25]([C:27]4(I)[CH:32]=[CH:31][CH:30]=[CH:29][CH2:28]4)[N:26]=[C:7]3[C:6]=2[C:5]([F:35])=[CH:4][CH:3]=1.P([O-])([O-])([O-])=O.[K+].[K+].[K+].CN[C@@H]1CCCC[C@H]1NC.[NH:54]1[CH:58]=[CH:57][CH:56]=[N:55]1. (4) Given the product [Cl:1][C:2]1[CH:7]=[CH:6][N:5]2[C:8]([C:11]([NH:35][C:30]3[CH:31]=[CH:32][CH:33]=[C:34]4[C:29]=3[C:28]([CH3:36])=[N:27][N:26]4[CH2:25][C:23]3[CH:22]=[CH:21][CH:20]=[C:19]([CH:16]([CH3:17])[CH3:18])[N:24]=3)=[O:13])=[CH:9][N:10]=[C:4]2[CH:3]=1, predict the reactants needed to synthesize it. The reactants are: [Cl:1][C:2]1[CH:7]=[CH:6][N:5]2[C:8]([C:11]([O:13]CC)=O)=[CH:9][N:10]=[C:4]2[CH:3]=1.[CH:16]([C:19]1[N:24]=[C:23]([CH2:25][N:26]2[C:34]3[CH:33]=[CH:32][CH:31]=[C:30]([NH2:35])[C:29]=3[C:28]([CH3:36])=[N:27]2)[CH:22]=[CH:21][CH:20]=1)([CH3:18])[CH3:17].[Li+].C[Si]([N-][Si](C)(C)C)(C)C. (5) Given the product [CH2:1]([C@:3]12[CH2:27][CH2:26][C@@:25]([C:29]([F:32])([F:31])[F:30])([OH:28])[CH2:24][C@H:4]1[CH2:5][CH:6]=[CH:7][C:8]1[C:9]2=[CH:10][C:11]2[CH:12]=[N:13][N:14]([C:17]3[CH:18]=[CH:19][C:20]([F:23])=[CH:21][CH:22]=3)[C:15]=2[CH:16]=1)[CH3:2], predict the reactants needed to synthesize it. The reactants are: [CH2:1]([C@:3]12[CH2:27][CH2:26][C@@:25]([C:29]([F:32])([F:31])[F:30])([OH:28])[CH2:24][C@H:4]1[CH2:5][CH2:6][CH2:7][C:8]1[C:9]2=[CH:10][C:11]2[CH:12]=[N:13][N:14]([C:17]3[CH:22]=[CH:21][C:20]([F:23])=[CH:19][CH:18]=3)[C:15]=2[CH:16]=1)[CH3:2].C1C(=O)N(Br)C(=O)C1.CC(N=NC(C#N)(C)C)(C#N)C. (6) Given the product [CH3:1][O:2][C:3]([C@H:5]1[N:9]2[C:10](=[O:31])[C:11]([CH2:29][OH:30])=[C:12]([CH2:22][CH2:23][CH2:24][CH2:25][CH2:26][CH2:27][CH3:28])[C:13]([C:14]3[CH:19]=[CH:18][C:17]([F:20])=[C:16]([F:21])[CH:15]=3)=[C:8]2[S:7][CH2:6]1)=[O:4], predict the reactants needed to synthesize it. The reactants are: [CH3:1][O:2][C:3]([C@H:5]1[N:9]2[C:10](=[O:31])[C:11]([CH:29]=[O:30])=[C:12]([CH2:22][CH2:23][CH2:24][CH2:25][CH2:26][CH2:27][CH3:28])[C:13]([C:14]3[CH:19]=[CH:18][C:17]([F:20])=[C:16]([F:21])[CH:15]=3)=[C:8]2[S:7][CH2:6]1)=[O:4].CSC.